Dataset: Reaction yield outcomes from USPTO patents with 853,638 reactions. Task: Predict the reaction yield, written as a fraction of the theoretical maximum amount of product (1.0 means a 100% yield; for example, 0.34 means a 34% yield). (1) The reactants are C([O-])=O.[NH4+:4].C([N:8]([C:12]1[N:16]([C:17]2[CH:22]=[CH:21][CH:20]=[C:19]([Br:23])[CH:18]=2)[N:15]=[C:14]([C:24]([O:26][CH2:27][CH3:28])=[O:25])[C:13]=1[CH:29]=O)[C:9](=O)[CH3:10])(=O)C. The catalyst is C(O)(C)(C)C.C(OCC)(=O)C. The product is [Br:23][C:19]1[CH:18]=[C:17]([N:16]2[C:12]3=[N:8][C:9]([CH3:10])=[N:4][CH:29]=[C:13]3[C:14]([C:24]([O:26][CH2:27][CH3:28])=[O:25])=[N:15]2)[CH:22]=[CH:21][CH:20]=1. The yield is 0.970. (2) The reactants are Br[C:2]1[CH:3]=[C:4]([CH:7]([O:11][CH2:12][CH3:13])[O:8][CH2:9][CH3:10])[S:5][CH:6]=1.C[CH2:15][O:16]CC.C([Li])CCC.CN(C=O)C. The catalyst is CCCCCC. The product is [CH2:9]([O:8][CH:7]([O:11][CH2:12][CH3:13])[C:4]1[S:5][CH:6]=[C:2]([CH:15]=[O:16])[CH:3]=1)[CH3:10]. The yield is 0.420. (3) The reactants are [O:1]1[CH:5]=[CH:4][C:3]([C:6]2[CH:14]=[CH:13][CH:12]=[C:11]3[C:7]=2[C:8]2([C:20]4=[CH:21][C:22]5[O:26][CH2:25][O:24][C:23]=5[CH:27]=[C:19]4[O:18][CH2:17]2)[C:9](=[O:16])[N:10]3[CH3:15])=[CH:2]1.[H][H]. The catalyst is C(OCC)(=O)C.[Pd]. The product is [CH3:15][N:10]1[C:11]2[C:7](=[C:6]([CH:3]3[CH2:4][CH2:5][O:1][CH2:2]3)[CH:14]=[CH:13][CH:12]=2)[C:8]2([C:20]3=[CH:21][C:22]4[O:26][CH2:25][O:24][C:23]=4[CH:27]=[C:19]3[O:18][CH2:17]2)[C:9]1=[O:16]. The yield is 0.730.